From a dataset of Forward reaction prediction with 1.9M reactions from USPTO patents (1976-2016). Predict the product of the given reaction. (1) The product is: [F:49][C:3]1[C:4]([C:37](=[O:40])[NH:38][CH3:39])=[C:5]([NH:8][C:9]2[C:14]([C:15]([F:16])([F:18])[F:17])=[CH:13][N:12]=[C:11]([NH:19][C:20]3[CH:34]=[CH:33][C:23]([CH2:24][P:25](=[O:32])([O:26][CH2:27][CH3:28])[O:29][CH2:30][CH3:31])=[CH:22][C:21]=3[O:35][CH3:36])[N:10]=2)[CH:6]=[CH:7][CH:2]=1. Given the reactants F[C:2]1[CH:7]=[CH:6][C:5]([NH:8][C:9]2[C:14]([C:15]([F:18])([F:17])[F:16])=[CH:13][N:12]=[C:11]([NH:19][C:20]3[CH:34]=[CH:33][C:23]([CH2:24][P:25](=[O:32])([O:29][CH2:30][CH3:31])[O:26][CH2:27][CH3:28])=[CH:22][C:21]=3[O:35][CH3:36])[N:10]=2)=[C:4]([C:37](=[O:40])[NH:38][CH3:39])[CH:3]=1.ClC1C(C(F)(F)[F:49])=CN=C(NC2C=CC(CP(=O)(OCC)OCC)=CC=2OC)N=1.NC1C=CC=C(F)C=1C(NC)=O, predict the reaction product. (2) The product is: [F:1][C:2]1[CH:3]=[C:4]2[C:8](=[CH:9][CH:10]=1)[N:7]([CH3:13])[N:6]=[C:5]2[CH:11]=[O:12]. Given the reactants [F:1][C:2]1[CH:3]=[C:4]2[C:8](=[CH:9][CH:10]=1)[NH:7][N:6]=[C:5]2[CH:11]=[O:12].[C:13](=O)([O-])[O-].[Cs+].[Cs+].CI.O, predict the reaction product.